From a dataset of Full USPTO retrosynthesis dataset with 1.9M reactions from patents (1976-2016). Predict the reactants needed to synthesize the given product. (1) The reactants are: [C@@H:1]12[O:7][C@@H:4]([CH:5]=[CH:6]1)[CH2:3][C@H:2]2[C:8]([O:10][CH2:11][CH3:12])=[O:9]. Given the product [C@@H:1]12[O:7][C@@H:4]([CH2:5][CH2:6]1)[CH2:3][C@H:2]2[C:8]([O:10][CH2:11][CH3:12])=[O:9], predict the reactants needed to synthesize it. (2) The reactants are: C(OC([N:8]1[CH2:12][CH2:11][C@H:10]([NH:13][C:14]([C@@H:16]2[CH2:22][CH2:21][C@@H:20]3[CH2:23][N:17]2[C:18](=[O:25])[N:19]3[OH:24])=[O:15])[CH2:9]1)=O)(C)(C)C.O1CCCC1.N1C=CC=CC=1C.P([O-])([O-])([O-])=O.[K+].[K+].[K+].[S:46]([O-])([O-:49])(=[O:48])=[O:47].F[B-](F)(F)F.[H+].C(=O)(O)[O-].[Na+].CC(O)C. Given the product [O:25]=[C:18]1[N:17]2[CH2:23][C@@H:20]([CH2:21][CH2:22][C@H:16]2[C:14](=[O:15])[NH:13][C@H:10]2[CH2:11][CH2:12][NH:8][CH2:9]2)[N:19]1[O:24][S:46](=[O:48])(=[O:47])[OH:49], predict the reactants needed to synthesize it. (3) Given the product [Cl:13][C:10]1[N:9]=[CH:8][C:7]([O:6][CH2:5][C:4]([OH:14])=[O:3])=[CH:12][CH:11]=1, predict the reactants needed to synthesize it. The reactants are: C([O:3][C:4](=[O:14])[CH2:5][O:6][C:7]1[CH:8]=[N:9][C:10]([Cl:13])=[CH:11][CH:12]=1)C.[Li+].[OH-]. (4) The reactants are: [CH3:1][C:2]1([CH3:31])[CH2:6][C:5]2[CH:7]=[CH:8][CH:9]=[C:10]([CH:11]([N:25]3[CH2:30][CH2:29][NH:28][CH2:27][CH2:26]3)[C:12]3[CH:24]=[CH:23][C:15]([C:16]([N:18]([CH2:21][CH3:22])[CH2:19][CH3:20])=[O:17])=[CH:14][CH:13]=3)[C:4]=2[O:3]1.[N:32]1[CH:37]=[CH:36][CH:35]=[CH:34][C:33]=1[CH:38]=O.CC(O)=O.C([BH3-])#N.[Na+]. Given the product [CH3:31][C:2]1([CH3:1])[CH2:6][C:5]2[CH:7]=[CH:8][CH:9]=[C:10]([CH:11]([N:25]3[CH2:26][CH2:27][N:28]([CH2:38][C:33]4[CH:34]=[CH:35][CH:36]=[CH:37][N:32]=4)[CH2:29][CH2:30]3)[C:12]3[CH:24]=[CH:23][C:15]([C:16]([N:18]([CH2:21][CH3:22])[CH2:19][CH3:20])=[O:17])=[CH:14][CH:13]=3)[C:4]=2[O:3]1, predict the reactants needed to synthesize it. (5) Given the product [N:3]1[CH:4]=[CH:5][C:6]([O:8][C:9]2[CH:10]=[C:11]3[C:16](=[CH:17][CH:18]=2)[N:15]=[CH:14][C:13]([C:19]([OH:21])=[O:20])=[CH:12]3)=[CH:7][CH:2]=1, predict the reactants needed to synthesize it. The reactants are: Cl[C:2]1[CH:7]=[C:6]([O:8][C:9]2[CH:10]=[C:11]3[C:16](=[CH:17][CH:18]=2)[N:15]=[CH:14][C:13]([C:19]([OH:21])=[O:20])=[CH:12]3)[CH:5]=[CH:4][N:3]=1.C(N(CC)CC)C.